Dataset: Forward reaction prediction with 1.9M reactions from USPTO patents (1976-2016). Task: Predict the product of the given reaction. (1) Given the reactants CN1CCOCC1.[Cl:8][C:9]1[CH:17]=[C:16]([Cl:18])[CH:15]=[CH:14][C:10]=1[C:11](Cl)=[O:12].[NH2:19][C:20]1[CH:21]=[C:22]2[C:26](=[CH:27][CH:28]=1)[C:25](=[O:29])[N:24]([CH:30]1[CH2:35][CH2:34][CH2:33][CH2:32][CH2:31]1)[CH2:23]2, predict the reaction product. The product is: [Cl:8][C:9]1[CH:17]=[C:16]([Cl:18])[CH:15]=[CH:14][C:10]=1[C:11]([NH:19][C:20]1[CH:21]=[C:22]2[C:26](=[CH:27][CH:28]=1)[C:25](=[O:29])[N:24]([CH:30]1[CH2:35][CH2:34][CH2:33][CH2:32][CH2:31]1)[CH2:23]2)=[O:12]. (2) The product is: [CH:23]1([C:3]2[C:2]([N:33]([CH3:32])[CH2:34][CH2:35][NH:36][CH3:37])=[CH:9][C:6]([C:7]#[N:8])=[C:5]([N:10]3[CH2:15][CH2:14][N:13]([C:16](=[O:21])[CH2:17][CH2:18][O:19][CH3:20])[C@H:12]([CH3:22])[CH2:11]3)[N:4]=2)[CH2:25][CH2:24]1. Given the reactants Br[C:2]1[C:3]([CH:23]([CH3:25])[CH3:24])=[N:4][C:5]([N:10]2[CH2:15][CH2:14][N:13]([C:16](=[O:21])[CH2:17][CH2:18][O:19][CH3:20])[C@H:12]([CH3:22])[CH2:11]2)=[C:6]([CH:9]=1)[C:7]#[N:8].C([O-])([O-])=O.[K+].[K+].[CH3:32][NH:33][CH2:34][CH2:35][NH:36][CH3:37].N1CCCCC1, predict the reaction product. (3) The product is: [OH:31][CH2:30][CH2:29][CH2:28][C:27]([C:4]1[N:5]=[CH:6][N:7]([C:8]([C:21]2[CH:26]=[CH:25][CH:24]=[CH:23][CH:22]=2)([C:15]2[CH:16]=[CH:17][CH:18]=[CH:19][CH:20]=2)[C:9]2[CH:14]=[CH:13][CH:12]=[CH:11][CH:10]=2)[C:3]=1[CH3:2])=[O:38]. Given the reactants Cl.[CH3:2][C:3]1[N:7]([C:8]([C:21]2[CH:26]=[CH:25][CH:24]=[CH:23][CH:22]=2)([C:15]2[CH:20]=[CH:19][CH:18]=[CH:17][CH:16]=2)[C:9]2[CH:14]=[CH:13][CH:12]=[CH:11][CH:10]=2)[CH:6]=[N:5][C:4]=1[C:27](=[O:38])[CH2:28][CH2:29][CH2:30][O:31]C1CCCCO1.C([O-])(O)=O.[Na+].C(OCC)(=O)C, predict the reaction product. (4) Given the reactants [Cl:1][C:2]1[CH:10]=[CH:9][C:8]([N+:11]([O-:13])=[O:12])=[CH:7][C:3]=1[C:4](Cl)=[O:5].[NH2:14][C:15]1[N:19]([CH3:20])[C:18]2[CH:21]=[CH:22][CH:23]=[CH:24][C:17]=2[N:16]=1.C(=O)(O)[O-].[Na+].O, predict the reaction product. The product is: [CH3:20][N:19]1[C:18]2[CH:21]=[CH:22][CH:23]=[CH:24][C:17]=2[N:16]=[C:15]1[NH:14][C:4]([C:3]1[CH:7]=[C:8]([N+:11]([O-:13])=[O:12])[CH:9]=[CH:10][C:2]=1[Cl:1])=[O:5]. (5) Given the reactants [NH2:1][O:2][CH2:3][CH2:4][OH:5].[F:6][C:7]1[CH:24]=[C:23]([CH3:25])[CH:22]=[CH:21][C:8]=1[NH:9][C:10]1[C:11]([C:18](O)=[O:19])=[CH:12][N:13]([CH3:17])[C:14](=[O:16])[CH:15]=1.C[N+]1(C2N=C(OC)N=C(OC)N=2)CCOCC1.[Cl-], predict the reaction product. The product is: [F:6][C:7]1[CH:24]=[C:23]([CH3:25])[CH:22]=[CH:21][C:8]=1[NH:9][C:10]1[C:11]([C:18]([NH:1][O:2][CH2:3][CH2:4][OH:5])=[O:19])=[CH:12][N:13]([CH3:17])[C:14](=[O:16])[CH:15]=1. (6) Given the reactants [CH3:1][C:2]1[NH:6][N:5]=[CH:4][CH:3]=1.[C:7](O[C:7]([O:9][C:10]([CH3:13])([CH3:12])[CH3:11])=[O:8])([O:9][C:10]([CH3:13])([CH3:12])[CH3:11])=[O:8], predict the reaction product. The product is: [C:10]([O:9][C:7]([N:6]1[C:2]([CH3:1])=[CH:3][CH:4]=[N:5]1)=[O:8])([CH3:13])([CH3:12])[CH3:11].